From a dataset of Full USPTO retrosynthesis dataset with 1.9M reactions from patents (1976-2016). Predict the reactants needed to synthesize the given product. Given the product [NH2:25][C:24]1[N:47]([CH:43]2[CH2:44][CH2:45][CH2:46][N:41]([C:39]([O:38][CH2:31][C:32]3[CH:37]=[CH:36][CH:35]=[CH:34][CH:33]=3)=[O:40])[CH2:42]2)[N:48]=[C:20]([C:17]2[CH:16]=[CH:15][C:14]([O:13][C:12]3[CH:28]=[CH:29][C:9]([Cl:8])=[CH:10][CH:11]=3)=[CH:19][CH:18]=2)[C:21]=1[C:22]#[N:23], predict the reactants needed to synthesize it. The reactants are: C(N(CC)CC)C.[Cl:8][C:9]1[CH:29]=[CH:28][C:12]([O:13][C:14]2[CH:19]=[CH:18][C:17]([C:20](OC)=[C:21]([C:24]#[N:25])[C:22]#[N:23])=[CH:16][CH:15]=2)=[CH:11][CH:10]=1.Cl.[CH2:31]([O:38][C:39]([N:41]1[CH2:46][CH2:45][CH2:44][CH:43]([NH:47][NH2:48])[CH2:42]1)=[O:40])[C:32]1[CH:37]=[CH:36][CH:35]=[CH:34][CH:33]=1.